This data is from Reaction yield outcomes from USPTO patents with 853,638 reactions. The task is: Predict the reaction yield, written as a fraction of the theoretical maximum amount of product (1.0 means a 100% yield; for example, 0.34 means a 34% yield). (1) The reactants are [BH4-].[Na+].Cl.[Br:4][C:5]1[CH:10]=[CH:9][C:8]([C:11]2[C:20]3[C:15](=[CH:16][C:17]([O:21][CH3:22])=[CH:18][CH:19]=3)[CH2:14][CH2:13][N:12]=2)=[CH:7][CH:6]=1. The catalyst is CO. The product is [Br:4][C:5]1[CH:6]=[CH:7][C:8]([CH:11]2[C:20]3[C:15](=[CH:16][C:17]([O:21][CH3:22])=[CH:18][CH:19]=3)[CH2:14][CH2:13][NH:12]2)=[CH:9][CH:10]=1. The yield is 1.00. (2) The reactants are [CH3:1][C:2]1([C:7]2[CH:32]=[CH:31][C:10]([CH2:11][NH:12][C:13]3[C:23]4[CH2:22][CH2:21][N:20]([C:24](=[O:29])[C:25]([F:28])([F:27])[F:26])[CH2:19][CH2:18][C:17]=4[CH:16]=[CH:15][C:14]=3[Cl:30])=[CH:9][CH:8]=2)OCC[O:3]1.Cl. The catalyst is CO. The product is [C:2]([C:7]1[CH:8]=[CH:9][C:10]([CH2:11][NH:12][C:13]2[C:23]3[CH2:22][CH2:21][N:20]([C:24](=[O:29])[C:25]([F:27])([F:28])[F:26])[CH2:19][CH2:18][C:17]=3[CH:16]=[CH:15][C:14]=2[Cl:30])=[CH:31][CH:32]=1)(=[O:3])[CH3:1]. The yield is 0.790.